Dataset: Full USPTO retrosynthesis dataset with 1.9M reactions from patents (1976-2016). Task: Predict the reactants needed to synthesize the given product. (1) Given the product [ClH:38].[O:1]1[C:6]2[CH:7]=[CH:8][C:9]([CH2:11][NH:12][CH:13]3[CH2:14][CH2:15][N:16]([CH2:19][CH2:20][N:21]4[C:30]5[C:25](=[C:26]([O:31][CH2:32][C:33]([NH:35][CH3:36])=[O:34])[CH:27]=[CH:28][CH:29]=5)[CH:24]=[CH:23][C:22]4=[O:37])[CH2:17][CH2:18]3)=[CH:10][C:5]=2[O:4][CH2:3][CH2:2]1, predict the reactants needed to synthesize it. The reactants are: [O:1]1[C:6]2[CH:7]=[CH:8][C:9]([CH2:11][NH:12][CH:13]3[CH2:18][CH2:17][N:16]([CH2:19][CH2:20][N:21]4[C:30]5[C:25](=[C:26]([O:31][CH2:32][C:33]([NH:35][CH3:36])=[O:34])[CH:27]=[CH:28][CH:29]=5)[CH:24]=[CH:23][C:22]4=[O:37])[CH2:15][CH2:14]3)=[CH:10][C:5]=2[O:4][CH2:3][CH2:2]1.[ClH:38].C(OCC)(=O)C. (2) Given the product [F:19][C:13]1[C:12]2[O:11][C:10]3[C:5](=[CH:6][C:7]([C:20]4[C:21]([F:26])=[N:22][CH:23]=[CH:24][CH:25]=4)=[CH:8][CH:9]=3)[C:4]3([N:3]=[C:2]([NH2:1])[CH2:29][O:28][CH2:27]3)[C:17]=2[CH:16]=[C:15]([O:18][CH2:41][C:42]([F:45])([CH3:44])[CH3:43])[CH:14]=1, predict the reactants needed to synthesize it. The reactants are: [NH2:1][C:2]1[CH2:29][O:28][CH2:27][C:4]2([C:17]3[CH:16]=[C:15]([OH:18])[CH:14]=[C:13]([F:19])[C:12]=3[O:11][C:10]3[C:5]2=[CH:6][C:7]([C:20]2[C:21]([F:26])=[N:22][CH:23]=[CH:24][CH:25]=2)=[CH:8][CH:9]=3)[N:3]=1.CN(C=O)C.FC(F)(F)S(O[CH2:41][C:42]([F:45])([CH3:44])[CH3:43])(=O)=O. (3) Given the product [Cl:24][C:13]1[C:14](=[O:16])[NH:15][C:10]([S:9][CH3:8])=[N:11][CH:12]=1, predict the reactants needed to synthesize it. The reactants are: CC(OC(C)=O)=O.[CH3:8][S:9][C:10]1[NH:15][C:14](=[O:16])[CH:13]=[CH:12][N:11]=1.C1C(=O)N([Cl:24])C(=O)C1. (4) Given the product [CH2:1]([O:8][CH2:9][CH2:10][CH2:11][CH2:12][CH2:13][O:14][CH2:16][C:17]([O:19][C:20]([CH3:23])([CH3:22])[CH3:21])=[O:18])[C:2]1[CH:7]=[CH:6][CH:5]=[CH:4][CH:3]=1, predict the reactants needed to synthesize it. The reactants are: [CH2:1]([O:8][CH2:9][CH2:10][CH2:11][CH2:12][CH2:13][OH:14])[C:2]1[CH:7]=[CH:6][CH:5]=[CH:4][CH:3]=1.Br[CH2:16][C:17]([O:19][C:20]([CH3:23])([CH3:22])[CH3:21])=[O:18].[OH-].[Na+]. (5) Given the product [F:27][C:2]([F:1])([F:26])[C:3]1[CH:21]=[C:20]([C:22]([F:23])([F:25])[F:24])[CH:19]=[CH:18][C:4]=1[CH2:5][N:6]1[C:14]2[C:9](=[CH:10][C:11]([CH:15]=[C:38]3[S:37][C:36]([N:32]4[CH2:33][CH2:34][O:35][C@H:30]([CH2:29][OH:28])[CH2:31]4)=[N:40][C:39]3=[O:41])=[CH:12][CH:13]=2)[C:8]([Cl:17])=[N:7]1, predict the reactants needed to synthesize it. The reactants are: [F:1][C:2]([F:27])([F:26])[C:3]1[CH:21]=[C:20]([C:22]([F:25])([F:24])[F:23])[CH:19]=[CH:18][C:4]=1[CH2:5][N:6]1[C:14]2[C:9](=[CH:10][C:11]([CH:15]=O)=[CH:12][CH:13]=2)[C:8]([Cl:17])=[N:7]1.[OH:28][CH2:29][C@H:30]1[O:35][CH2:34][CH2:33][N:32]([C:36]2[S:37][CH2:38][C:39](=[O:41])[N:40]=2)[CH2:31]1. (6) Given the product [CH3:11][Si:2]([O:3][CH2:4][CH2:5][SH:6])([O:7][CH2:8][CH2:9][SH:10])[O:27][CH2:26][CH2:25][SH:24], predict the reactants needed to synthesize it. The reactants are: C[Si:2]([CH3:11])([O:7][CH2:8][CH2:9][SH:10])[O:3][CH2:4][CH2:5][SH:6].C(N(CC)CC)C.ClC([SiH3])(Cl)Cl.[SH:24][CH2:25][CH2:26][OH:27]. (7) The reactants are: Cl[CH2:2][C:3]([NH2:5])=[O:4].[P:6]([O:13]CC)([O:10][CH2:11][CH3:12])[O:7][CH2:8][CH3:9]. Given the product [C:3]([CH2:2][P:6](=[O:13])([O:10][CH2:11][CH3:12])[O:7][CH2:8][CH3:9])(=[O:4])[NH2:5], predict the reactants needed to synthesize it. (8) Given the product [N:2]1([CH2:7][C:9]2([NH2:15])[CH2:10][CH2:11][CH2:12][CH2:13][CH2:14]2)[CH2:6][CH2:5][CH2:4][CH2:3]1, predict the reactants needed to synthesize it. The reactants are: Cl.[N:2]1([C:7]([C:9]2([NH2:15])[CH2:14][CH2:13][CH2:12][CH2:11][CH2:10]2)=O)[CH2:6][CH2:5][CH2:4][CH2:3]1.[H-].[H-].[H-].[H-].[Li+].[Al+3].[OH-].[Na+].S([O-])([O-])(=O)=O.[Na+].[Na+].